Dataset: Experimentally validated miRNA-target interactions with 360,000+ pairs, plus equal number of negative samples. Task: Binary Classification. Given a miRNA mature sequence and a target amino acid sequence, predict their likelihood of interaction. (1) The miRNA is hsa-miR-6799-5p with sequence GGGGAGGUGUGCAGGGCUGG. The protein sequence of the target gene is MPRYCAAICCKNRRGRNNKDRKLSFYPFPLHDKERLEKWLKNMKRDSWVPSKYQFLCSDHFTPDSLDIRWGIRYLKQTAVPTIFSLPEDNQGKDPSKKKSQKKNLEDEKEVCPKAKSEESFVLNETKKNIVNTDVPHQHPELLHSSSLVKPPAPKTGSIQNNMLTLNLVKQHTGKPESTLETSVNQDTGRGGFHTCFENLNSTTITLTTSNSESIHQSLETQEVLEVTTSHLANPNFTSNSMEIKSAQENPFLFSTINQTVEELNTNKESVIAIFVPAENSKPSVNSFISAQKETTEMED.... Result: 1 (interaction). (2) The miRNA is hsa-miR-6889-5p with sequence UCGGGGAGUCUGGGGUCCGGAAU. The protein sequence of the target gene is MERPEEGKQSPPPQPWGRLLRLGAEEGEPHVLLRKREWTIGRRRGCDLSFPSNKLVSGDHCRIVVDEKSGQVTLEDTSTSGTVINKLKVVKKQTCPLQTGDVIYLVYRKNEPEHNVAYLYESLSEKQGMTQESFEANKENVFHGTKDTSGAGAGRGADPRVPPSSPATQVCFEEPQPSTSTSDLFPTASASSTEPSPAGRERSSSCGSGGGGISPKGSGPSVASDEVSSFASALPDRKTASFSSLEPQDQEDLEPVKKKMRGDGDLDLNGQLLVAQPRRNAQTVHEDVRAAAGKPDKMEE.... Result: 0 (no interaction).